This data is from Cav3 T-type calcium channel HTS with 100,875 compounds. The task is: Binary Classification. Given a drug SMILES string, predict its activity (active/inactive) in a high-throughput screening assay against a specified biological target. (1) The compound is Brc1n(c2c(n(c(=O)n(CC(O)COc3ccccc3)c2=O)C)n1)C. The result is 0 (inactive). (2) The drug is o1c(/C=C(\NC(=O)c2ccc(cc2)C)C(=O)Nc2cc(ccc2)C)ccc1. The result is 0 (inactive).